From a dataset of Forward reaction prediction with 1.9M reactions from USPTO patents (1976-2016). Predict the product of the given reaction. (1) Given the reactants [N:1]1([C:7]2[CH:12]=[CH:11][C:10]([C:13](=[O:15])[CH3:14])=[CH:9][CH:8]=2)[CH2:6][CH2:5][NH:4][CH2:3][CH2:2]1.Cl[C:17]1[CH:18]=[CH:19][C:20]2[N:21]([C:23]([C:26]([F:29])([F:28])[F:27])=[N:24][N:25]=2)[N:22]=1, predict the reaction product. The product is: [F:28][C:26]([F:27])([F:29])[C:23]1[N:21]2[N:22]=[C:17]([N:4]3[CH2:5][CH2:6][N:1]([C:7]4[CH:8]=[CH:9][C:10]([C:13](=[O:15])[CH3:14])=[CH:11][CH:12]=4)[CH2:2][CH2:3]3)[CH:18]=[CH:19][C:20]2=[N:25][N:24]=1. (2) Given the reactants CC(O)=O.[NH2:5][C:6]1[CH:7]=[C:8]2[C:13](=[CH:14][CH:15]=1)[N:12]=[C:11]([CH3:16])[C:10]([C:17]([O:19][CH3:20])=[O:18])=[C:9]2[C:21]1[CH:26]=[CH:25][CH:24]=[CH:23][CH:22]=1.[CH2:27]1[C:35]2[C:30](=[CH:31][CH:32]=[CH:33][CH:34]=2)[CH2:29][C:28]1=O.[BH-](OC(C)=O)(OC(C)=O)OC(C)=O.[Na+], predict the reaction product. The product is: [CH2:27]1[C:35]2[C:30](=[CH:31][CH:32]=[CH:33][CH:34]=2)[CH2:29][CH:28]1[NH:5][C:6]1[CH:7]=[C:8]2[C:13](=[CH:14][CH:15]=1)[N:12]=[C:11]([CH3:16])[C:10]([C:17]([O:19][CH3:20])=[O:18])=[C:9]2[C:21]1[CH:22]=[CH:23][CH:24]=[CH:25][CH:26]=1.